This data is from Forward reaction prediction with 1.9M reactions from USPTO patents (1976-2016). The task is: Predict the product of the given reaction. (1) Given the reactants [C:1]1([CH2:7][O:8][C:9]([N:11]2[CH2:16][CH:15]=[C:14]([C:17]3[CH:22]=[CH:21][C:20]([NH:23][C:24](OCC4C=CC=CC=4)=O)=[CH:19][CH:18]=3)[CH2:13][CH2:12]2)=[O:10])[CH:6]=[CH:5][CH:4]=[CH:3][CH:2]=1.C([Li])CCC.[C:39]([O:44][CH2:45][C@@H:46]1[O:48]C1)(=[O:43])CCC, predict the reaction product. The product is: [C:1]1([CH2:7][O:8][C:9]([N:11]2[CH2:12][CH:13]=[C:14]([C:17]3[CH:18]=[CH:19][C:20]([N:23]4[CH2:24][C@H:45]([CH2:46][OH:48])[O:44][C:39]4=[O:43])=[CH:21][CH:22]=3)[CH2:15][CH2:16]2)=[O:10])[CH:2]=[CH:3][CH:4]=[CH:5][CH:6]=1. (2) Given the reactants Cl.Cl.C(O[C:6]([C:8]1[CH:9]=[C:10]2[C:14](=[CH:15][CH:16]=1)[NH:13][N:12]=[C:11]2[C:17]1[CH:26]=[CH:25][C:24]2[C:19](=[CH:20][CH:21]=[C:22]([F:27])[CH:23]=2)[CH:18]=1)=[NH:7])C.[N:28]1([CH2:33][C:34]([NH:36][NH2:37])=O)[CH2:32][CH2:31][CH2:30][CH2:29]1.C(N(CC)CC)C, predict the reaction product. The product is: [F:27][C:22]1[CH:23]=[C:24]2[C:19](=[CH:20][CH:21]=1)[CH:18]=[C:17]([C:11]1[C:10]3[C:14](=[CH:15][CH:16]=[C:8]([C:6]4[NH:37][N:36]=[C:34]([CH2:33][N:28]5[CH2:32][CH2:31][CH2:30][CH2:29]5)[N:7]=4)[CH:9]=3)[NH:13][N:12]=1)[CH:26]=[CH:25]2. (3) Given the reactants [CH3:1][O:2][C:3]1[CH:4]=[C:5]2[C:10](=[CH:11][C:12]=1[O:13][CH2:14][CH:15]1[CH2:20][CH2:19][N:18](C(OC(C)(C)C)=O)[CH2:17][CH2:16]1)[N:9]=[CH:8][N:7]([CH2:28][O:29][C:30](=[O:35])[C:31]([CH3:34])([CH3:33])[CH3:32])[C:6]2=[O:36].[ClH:37].CCOCC, predict the reaction product. The product is: [ClH:37].[CH3:1][O:2][C:3]1[CH:4]=[C:5]2[C:10](=[CH:11][C:12]=1[O:13][CH2:14][CH:15]1[CH2:16][CH2:17][NH:18][CH2:19][CH2:20]1)[N:9]=[CH:8][N:7]([CH2:28][O:29][C:30](=[O:35])[C:31]([CH3:32])([CH3:33])[CH3:34])[C:6]2=[O:36].